From a dataset of Forward reaction prediction with 1.9M reactions from USPTO patents (1976-2016). Predict the product of the given reaction. (1) Given the reactants Cl.[CH2:2]([O:9][NH2:10])[C:3]1[CH:8]=[CH:7][CH:6]=[CH:5][CH:4]=1.Cl[C:12]1[C:21]2[C:16](=[CH:17][CH:18]=[CH:19][CH:20]=2)[N:15]=[CH:14][C:13]=1[NH:22][C:23](=O)[C:24]1[CH:29]=[CH:28][CH:27]=[CH:26][CH:25]=1.C(O)(C)C, predict the reaction product. The product is: [CH2:2]([O:9][N:10]1[C:12]2[C:21]3[CH:20]=[CH:19][CH:18]=[CH:17][C:16]=3[N:15]=[CH:14][C:13]=2[N:22]=[C:23]1[C:24]1[CH:29]=[CH:28][CH:27]=[CH:26][CH:25]=1)[C:3]1[CH:8]=[CH:7][CH:6]=[CH:5][CH:4]=1. (2) The product is: [CH2:1]([O:8][C:9]1[CH:10]=[C:11]([CH:14]=[CH:15][C:16]=1[CH2:17][CH2:25][CH2:20][OH:21])[CH2:12][NH2:13])[C:2]1[CH:3]=[CH:4][CH:5]=[CH:6][CH:7]=1. Given the reactants [CH2:1]([O:8][C:9]1[CH:10]=[C:11]([CH:14]=[CH:15][C:16]=1[CH:17]=O)[C:12]#[N:13])[C:2]1[CH:7]=[CH:6][CH:5]=[CH:4][CH:3]=1.[Br-].[C:20]([CH2:25][P+](C1C=CC=CC=1)(C1C=CC=CC=1)C1C=CC=CC=1)(OCC)=[O:21].CC(C)([O-])C.[K+].Cl, predict the reaction product. (3) Given the reactants CCN[C@@H:4]1[C:11]2[CH:12]=[C:13](S(N)(=O)=O)[S:14][C:10]=2S(=O)(=O)N(CCCOC)[CH2:5]1.[CH3:24][C:25]([CH3:30])([CH2:28][OH:29])[CH2:26][OH:27].Cl.S(=O)(=O)(O)O, predict the reaction product. The product is: [CH3:5][C:4]1([C:11]2[CH:12]=[CH:13][S:14][CH:10]=2)[O:29][CH2:28][C:25]([CH3:30])([CH3:24])[CH2:26][O:27]1. (4) Given the reactants [CH2:1]([O:8][C:9](=[O:27])[C@@H:10]([NH:14][C:15](=[O:26])[C@@H:16]([NH:18][C:19]([O:21]C(C)(C)C)=O)[CH3:17])[CH2:11][O:12][CH3:13])[C:2]1[CH:7]=[CH:6][CH:5]=[CH:4][CH:3]=1.FC(F)(F)C(O)=O.C(N(CC)C(C)C)(C)C.[CH3:44][C:45]1[O:49][N:48]=[C:47](C(O)=O)[CH:46]=1.CN(C(ON1N=NC2C=CC=NC1=2)=[N+](C)C)C.F[P-](F)(F)(F)(F)F, predict the reaction product. The product is: [CH2:1]([O:8][C:9](=[O:27])[C@@H:10]([NH:14][C:15](=[O:26])[C@@H:16]([NH:18][C:19]([C:47]1[CH:46]=[C:45]([CH3:44])[O:49][N:48]=1)=[O:21])[CH3:17])[CH2:11][O:12][CH3:13])[C:2]1[CH:3]=[CH:4][CH:5]=[CH:6][CH:7]=1. (5) Given the reactants [C:1]([C:3]1[CH:8]=[CH:7][C:6]([C:9]2[N:13]3[N:14]=[CH:15][CH:16]=[C:17]([N:18]4[CH2:23][CH2:22][O:21][CH2:20][CH2:19]4)[C:12]3=[N:11][C:10]=2/[CH:24]=[CH:25]/[C:26]2[CH:35]=[CH:34][C:33]3[C:32]([C:36]([OH:38])=[O:37])=[CH:31][CH:30]=[CH:29][C:28]=3[N:27]=2)=[CH:5][CH:4]=1)#[N:2].C[O-].[Na+:41], predict the reaction product. The product is: [Na+:41].[C:1]([C:3]1[CH:4]=[CH:5][C:6]([C:9]2[N:13]3[N:14]=[CH:15][CH:16]=[C:17]([N:18]4[CH2:19][CH2:20][O:21][CH2:22][CH2:23]4)[C:12]3=[N:11][C:10]=2/[CH:24]=[CH:25]/[C:26]2[CH:35]=[CH:34][C:33]3[C:32]([C:36]([O-:38])=[O:37])=[CH:31][CH:30]=[CH:29][C:28]=3[N:27]=2)=[CH:7][CH:8]=1)#[N:2]. (6) Given the reactants [F:1][C:2]1[CH:7]=[CH:6][CH:5]=[CH:4][C:3]=1[NH:8][C:9](=[O:16])[CH2:10][C:11]([O:13]CC)=O, predict the reaction product. The product is: [F:1][C:2]1[CH:7]=[CH:6][CH:5]=[C:4]2[C:3]=1[NH:8][C:9](=[O:16])[CH:10]=[C:11]2[OH:13]. (7) Given the reactants [C:1]([C:4]1[O:5][C:6]([Br:9])=[CH:7][CH:8]=1)(=[O:3])[CH3:2].[CH3:10][N:11]([CH3:20])[C:12]1[CH:19]=[CH:18][C:15]([CH:16]=O)=[CH:14][CH:13]=1.[OH-].[K+], predict the reaction product. The product is: [Br:9][C:6]1[O:5][C:4]([C:1](=[O:3])[CH:2]=[CH:16][C:15]2[CH:18]=[CH:19][C:12]([N:11]([CH3:20])[CH3:10])=[CH:13][CH:14]=2)=[CH:8][CH:7]=1. (8) Given the reactants C([Li])CCC.[F:6][C:7]1[CH:12]=[C:11]([O:13][CH3:14])[CH:10]=[C:9]([F:15])[CH:8]=1.[C:16](=[O:18])=[O:17].Cl, predict the reaction product. The product is: [F:6][C:7]1[CH:12]=[C:11]([O:13][CH3:14])[CH:10]=[C:9]([F:15])[C:8]=1[C:16]([OH:18])=[O:17]. (9) The product is: [F:18][C:19]([F:30])([F:29])[C:20]([NH:10][C:9]1[CH:8]=[CH:7][C:6]([C:2]2([CH3:1])[CH2:5][CH2:4][CH2:3]2)=[CH:12][C:11]=1[N+:13]([O-:16])=[O:14])=[O:21]. Given the reactants [CH3:1][C:2]1([C:6]2[CH:12]=[CH:11][C:9]([NH2:10])=[CH:8][CH:7]=2)[CH2:5][CH2:4][CH2:3]1.[N+:13]([O-:16])([O-])=[O:14].[NH4+].[F:18][C:19]([F:30])([F:29])[C:20](O[C:20](=[O:21])[C:19]([F:30])([F:29])[F:18])=[O:21].C(Cl)(Cl)Cl, predict the reaction product.